From a dataset of Full USPTO retrosynthesis dataset with 1.9M reactions from patents (1976-2016). Predict the reactants needed to synthesize the given product. (1) Given the product [Cl:42][C:43]1[N:44]=[C:45]([C:9]2[CH:30]=[CH:29][C:12]([O:13][CH2:14][CH2:15][CH:16]3[CH2:17][CH2:18][N:19]([C:22]([O:24][C:25]([CH3:27])([CH3:26])[CH3:28])=[O:23])[CH2:20][CH2:21]3)=[C:11]([C:31]([F:32])([F:34])[F:33])[CH:10]=2)[C:46]2[CH:51]=[CH:50][NH:49][C:47]=2[N:48]=1, predict the reactants needed to synthesize it. The reactants are: CC1(C)C(C)(C)OB([C:9]2[CH:30]=[CH:29][C:12]([O:13][CH2:14][CH2:15][CH:16]3[CH2:21][CH2:20][N:19]([C:22]([O:24][C:25]([CH3:28])([CH3:27])[CH3:26])=[O:23])[CH2:18][CH2:17]3)=[C:11]([C:31]([F:34])([F:33])[F:32])[CH:10]=2)O1.C([O-])([O-])=O.[Na+].[Na+].[Cl:42][C:43]1[N:44]=[C:45](Cl)[C:46]2[CH:51]=[CH:50][NH:49][C:47]=2[N:48]=1.O1CCOCC1. (2) Given the product [CH2:29]([NH:31][C:2]1[C:7]([C:8]#[N:9])=[C:6]([C:10]2[CH:18]=[CH:17][C:13]3[O:14][CH2:15][O:16][C:12]=3[CH:11]=2)[C:5]([C:19]#[N:20])=[C:4]([O:21][CH2:22][C:23]2[CH:24]=[CH:25][CH:26]=[CH:27][CH:28]=2)[N:3]=1)[CH3:30], predict the reactants needed to synthesize it. The reactants are: Cl[C:2]1[C:7]([C:8]#[N:9])=[C:6]([C:10]2[CH:18]=[CH:17][C:13]3[O:14][CH2:15][O:16][C:12]=3[CH:11]=2)[C:5]([C:19]#[N:20])=[C:4]([O:21][CH2:22][C:23]2[CH:28]=[CH:27][CH:26]=[CH:25][CH:24]=2)[N:3]=1.[CH2:29]([NH2:31])[CH3:30].O. (3) Given the product [C:38]([CH:37]([NH:42][C:20]([C@@H:15]1[CH2:16][CH2:17][CH2:18][CH2:19][C@@H:14]1[NH:13][C:11]([C:3]1[N:2]([CH3:1])[C:10]2[C:5]([CH:4]=1)=[CH:6][CH:7]=[CH:8][CH:9]=2)=[O:12])=[O:21])[CH2:36][C:35]1[CH:47]=[CH:46][N:45]=[CH:50][CH:49]=1)#[N:40], predict the reactants needed to synthesize it. The reactants are: [CH3:1][N:2]1[C:10]2[C:5](=[CH:6][CH:7]=[CH:8][CH:9]=2)[CH:4]=[C:3]1[C:11]([NH:13][C@H:14]1[CH2:19][CH2:18][CH2:17][CH2:16][C@H:15]1[C:20](O)=[O:21])=[O:12].CCN=C=NCCCN(C)C.C1[CH:35]=[CH:36][C:37]2[N:42](O)N=[N:40][C:38]=2C=1.C[N:45]1[CH2:50][CH2:49]O[CH2:47][CH2:46]1. (4) Given the product [Br:1][C:2]1[C:3]([F:12])=[CH:4][CH:5]=[C:6]([N+:9]([O-:11])=[O:10])[C:7]=1[NH2:20], predict the reactants needed to synthesize it. The reactants are: [Br:1][C:2]1[C:7](F)=[C:6]([N+:9]([O-:11])=[O:10])[CH:5]=[CH:4][C:3]=1[F:12].C(=O)([O-])[O-].[NH4+].[NH4+].C[N:20](C=O)C.CCN(CC)CC.